From a dataset of Forward reaction prediction with 1.9M reactions from USPTO patents (1976-2016). Predict the product of the given reaction. (1) Given the reactants [F:1][C:2]([F:12])([F:11])[C:3]1([CH2:6][CH2:7][C:8]([NH2:10])=[O:9])[CH2:5][CH2:4]1.C(Cl)(=O)[C:14](Cl)=[O:15].[CH3:19][N:20]1[CH:24]=[C:23]([C:25]2[CH:30]=[C:29]([O:31][C:32]3[CH:33]=[CH:34][C:35]([NH2:38])=[N:36][CH:37]=3)[CH:28]=[CH:27][N:26]=2)[CH:22]=[N:21]1.N1C=CC=CC=1, predict the reaction product. The product is: [CH3:19][N:20]1[CH:24]=[C:23]([C:25]2[CH:30]=[C:29]([O:31][C:32]3[CH:33]=[CH:34][C:35]([NH:38][C:14]([NH:10][C:8](=[O:9])[CH2:7][CH2:6][C:3]4([C:2]([F:11])([F:12])[F:1])[CH2:5][CH2:4]4)=[O:15])=[N:36][CH:37]=3)[CH:28]=[CH:27][N:26]=2)[CH:22]=[N:21]1. (2) Given the reactants [NH2:1][C:2]1[N:7]=[CH:6][C:5](I)=[CH:4][N:3]=1.[C:9]([C:11]1[C:12]([F:22])=[C:13]([O:20][CH3:21])[CH:14]=[C:15]([O:18][CH3:19])[C:16]=1[F:17])#[CH:10].C(N(CC)C(C)C)(C)C, predict the reaction product. The product is: [F:17][C:16]1[C:15]([O:18][CH3:19])=[CH:14][C:13]([O:20][CH3:21])=[C:12]([F:22])[C:11]=1[C:9]#[C:10][C:5]1[CH:4]=[N:3][C:2]([NH2:1])=[N:7][CH:6]=1. (3) Given the reactants C[O:2][C:3]([C:5]1[N:6]=[C:7](Br)[S:8][C:9]=1[C:10]1[CH:15]=[CH:14][CH:13]=[C:12]([F:16])[CH:11]=1)=[O:4].[CH3:18][NH:19][CH3:20], predict the reaction product. The product is: [CH3:18][N:19]([CH3:20])[C:7]1[S:8][C:9]([C:10]2[CH:15]=[CH:14][CH:13]=[C:12]([F:16])[CH:11]=2)=[C:5]([C:3]([OH:2])=[O:4])[N:6]=1. (4) Given the reactants [NH2:1][C@H:2]1[CH2:6][CH2:5][CH2:4][C@@H:3]1[NH:7][C:8](=[O:14])[O:9][C:10]([CH3:13])([CH3:12])[CH3:11].[Br:15][C:16]1[C:17](Cl)=[N:18][CH:19]=[C:20]([C:22]([F:25])([F:24])[F:23])[CH:21]=1.CCN(C(C)C)C(C)C, predict the reaction product. The product is: [Br:15][C:16]1[C:17]([NH:1][C@H:2]2[CH2:6][CH2:5][CH2:4][C@@H:3]2[NH:7][C:8](=[O:14])[O:9][C:10]([CH3:11])([CH3:13])[CH3:12])=[N:18][CH:19]=[C:20]([C:22]([F:24])([F:23])[F:25])[CH:21]=1. (5) Given the reactants Br[C:2]1[C:15]2[C:16]3=[C:17]4[C:12](=[CH:13][CH:14]=2)[CH:11]=[CH:10][C:9](Br)=[C:8]4[CH:7]=[CH:6][C:5]3=[CH:4][CH:3]=1.[CH:19]1[C:28]2[C:23](=[CH:24][CH:25]=[CH:26][CH:27]=2)[CH:22]=[CH:21][C:20]=1B(O)O.[C:32]1([CH3:38])[CH:37]=[CH:36][CH:35]=[CH:34][CH:33]=1.C(=O)([O-])[O-].[Na+].[Na+].O1C[CH2:48][CH2:47][CH2:46]1, predict the reaction product. The product is: [CH:19]1[C:28]2[C:23](=[CH:24][CH:25]=[CH:26][CH:27]=2)[CH:22]=[CH:21][C:20]=1[C:2]1[C:15]2[C:16]3=[C:17]4[C:12](=[CH:13][CH:14]=2)[CH:11]=[CH:10][C:9]([C:34]2[CH:35]=[CH:36][C:37]5[C:32](=[CH:38][CH:46]=[CH:47][CH:48]=5)[CH:33]=2)=[C:8]4[CH:7]=[CH:6][C:5]3=[CH:4][CH:3]=1. (6) Given the reactants C[O:2][C:3](=[O:33])[CH2:4][O:5][C:6]1[CH:14]=[CH:13][C:12]([S:15][CH2:16][C:17]2[CH:22]=[CH:21][C:20]([O:23][CH2:24][C:25]3[CH:30]=[CH:29][C:28]([O:31][CH3:32])=[CH:27][CH:26]=3)=[CH:19][CH:18]=2)=[C:11]2[C:7]=1[CH2:8][CH2:9][CH2:10]2.[K+].[Br-], predict the reaction product. The product is: [CH3:32][O:31][C:28]1[CH:27]=[CH:26][C:25]([CH2:24][O:23][C:20]2[CH:21]=[CH:22][C:17]([CH2:16][S:15][C:12]3[CH:13]=[CH:14][C:6]([O:5][CH2:4][C:3]([OH:33])=[O:2])=[C:7]4[C:11]=3[CH2:10][CH2:9][CH2:8]4)=[CH:18][CH:19]=2)=[CH:30][CH:29]=1.